This data is from Forward reaction prediction with 1.9M reactions from USPTO patents (1976-2016). The task is: Predict the product of the given reaction. (1) Given the reactants [N:1]1([CH2:6][CH2:7][NH2:8])[CH2:5][CH2:4][CH2:3][CH2:2]1.CS([C:13]1[N:18]=[C:17]([C:19]2[C:20]([C:32]3[CH:37]=[CH:36][C:35]([F:38])=[C:34]([Cl:39])[CH:33]=3)=[N:21][N:22]3[CH:27]=[C:26]([C:28]([F:31])([F:30])[F:29])[CH:25]=[CH:24][C:23]=23)[CH:16]=[CH:15][N:14]=1)(=O)=O, predict the reaction product. The product is: [Cl:39][C:34]1[CH:33]=[C:32]([C:20]2[C:19]([C:17]3[CH:16]=[CH:15][N:14]=[C:13]([NH:8][CH2:7][CH2:6][N:1]4[CH2:5][CH2:4][CH2:3][CH2:2]4)[N:18]=3)=[C:23]3[CH:24]=[CH:25][C:26]([C:28]([F:30])([F:31])[F:29])=[CH:27][N:22]3[N:21]=2)[CH:37]=[CH:36][C:35]=1[F:38]. (2) Given the reactants [NH2:1][C:2]1[CH:3]=[C:4]([NH:16][C:17]2[CH:26]=[CH:25][C:24]([Cl:27])=[CH:23][C:18]=2[C:19]([O:21][CH3:22])=[O:20])[CH:5]=[CH:6][C:7]=1[NH:8][CH2:9][C:10]1[CH:15]=[CH:14][CH:13]=[CH:12][CH:11]=1.[C:28](N1C=CN=C1)(N1C=CN=C1)=[O:29].O.C(OCC)(=O)C, predict the reaction product. The product is: [CH2:9]([N:8]1[C:7]2[CH:6]=[CH:5][C:4]([NH:16][C:17]3[CH:26]=[CH:25][C:24]([Cl:27])=[CH:23][C:18]=3[C:19]([O:21][CH3:22])=[O:20])=[CH:3][C:2]=2[NH:1][C:28]1=[O:29])[C:10]1[CH:11]=[CH:12][CH:13]=[CH:14][CH:15]=1. (3) Given the reactants FC(F)(F)C(O)=O.C(OC(=O)[NH:14][C:15]1[CH:16]=[N:17][C:18]2[C:23]([CH:24]=1)=[N:22][C:21]([O:25][CH3:26])=[CH:20][CH:19]=2)(C)(C)C, predict the reaction product. The product is: [NH2:14][C:15]1[CH:16]=[N:17][C:18]2[C:23]([CH:24]=1)=[N:22][C:21]([O:25][CH3:26])=[CH:20][CH:19]=2. (4) The product is: [CH3:14][CH:13]([CH3:15])[C:12]([NH:9][CH2:8][C:3]1[CH:4]=[N:5][CH:6]=[CH:7][N:2]=1)=[O:16]. Given the reactants Cl.[N:2]1[CH:7]=[CH:6][N:5]=[CH:4][C:3]=1[CH2:8][NH2:9].[OH-].[K+].[C:12](O[C:12](=[O:16])[CH:13]([CH3:15])[CH3:14])(=[O:16])[CH:13]([CH3:15])[CH3:14], predict the reaction product. (5) Given the reactants [SH:1][C:2]1[S:3][C:4]2[CH2:14][CH2:13][C:12]3[C:7](=[CH:8][C:9]([O:15][CH2:16][C:17]([O:19]CC)=[O:18])=[CH:10][CH:11]=3)[C:5]=2[N:6]=1.Br[CH:23]([C:30]1[CH:35]=[CH:34][CH:33]=[CH:32][CH:31]=1)[C:24]1[CH:29]=[CH:28][CH:27]=[CH:26][CH:25]=1, predict the reaction product. The product is: [C:24]1([CH:23]([C:30]2[CH:31]=[CH:32][CH:33]=[CH:34][CH:35]=2)[S:1][C:2]2[S:3][C:4]3[CH2:14][CH2:13][C:12]4[C:7](=[CH:8][C:9]([O:15][CH2:16][C:17]([OH:19])=[O:18])=[CH:10][CH:11]=4)[C:5]=3[N:6]=2)[CH:29]=[CH:28][CH:27]=[CH:26][CH:25]=1. (6) Given the reactants Br[C:2]1[CH:3]=[CH:4][C:5]2[NH:6][C:7]3[C:12]([C:13]=2[CH:14]=1)=[CH:11][C:10](Br)=[CH:9][CH:8]=3.[C:16]1(B(O)O)[CH:21]=[CH:20][CH:19]=[CH:18][CH:17]=1.[CH:25]1(P([CH:25]2[CH2:30][CH2:29][CH2:28][CH2:27][CH2:26]2)C2C=CC=CC=2C2C(OC)=CC=CC=2OC)[CH2:30][CH2:29][CH2:28][CH2:27][CH2:26]1.O.P([O-])([O-])([O-])=O.[K+].[K+].[K+], predict the reaction product. The product is: [C:16]1([C:2]2[CH:3]=[CH:4][C:5]3[NH:6][C:7]4[C:12]([C:13]=3[CH:14]=2)=[CH:11][C:10]([C:25]2[CH:30]=[CH:29][CH:28]=[CH:27][CH:26]=2)=[CH:9][CH:8]=4)[CH:21]=[CH:20][CH:19]=[CH:18][CH:17]=1.